From a dataset of Catalyst prediction with 721,799 reactions and 888 catalyst types from USPTO. Predict which catalyst facilitates the given reaction. (1) Reactant: [OH-].[Na+].C([O:6][C:7]1[CH:43]=[CH:42][C:41]([C:44]2[CH:45]=[N:46][CH:47]=[CH:48][CH:49]=2)=[CH:40][C:8]=1[C:9]([NH:11][C:12]1[CH:24]=[C:23]([C:25]2[CH:30]=[CH:29][CH:28]=[CH:27][C:26]=2[N:31](C(OC(C)(C)C)=O)[CH3:32])[CH:22]=[CH:21][C:13]=1[C:14]([O:16]C(C)(C)C)=[O:15])=[O:10])(=O)C.C(O)(=O)CC(CC(O)=O)(C(O)=O)O.C(Cl)(Cl)[Cl:64]. The catalyst class is: 71. Product: [ClH:64].[ClH:64].[OH:6][C:7]1[CH:43]=[CH:42][C:41]([C:44]2[CH:45]=[N:46][CH:47]=[CH:48][CH:49]=2)=[CH:40][C:8]=1[C:9]([NH:11][C:12]1[CH:24]=[C:23]([C:25]2[CH:30]=[CH:29][CH:28]=[CH:27][C:26]=2[NH:31][CH3:32])[CH:22]=[CH:21][C:13]=1[C:14]([OH:16])=[O:15])=[O:10]. (2) Reactant: [CH:1]1([S:4][C:5]2[CH:20]=[CH:19][C:18]([N+:21]([O-:23])=[O:22])=[CH:17][C:6]=2/[CH:7]=[N:8]/[CH2:9][CH2:10][CH2:11][C:12]([O:14][CH2:15][CH3:16])=[O:13])[CH2:3][CH2:2]1.CCN(CC)CC. Product: [CH:1]1([S:4][C:5]2[CH:20]=[CH:19][C:18]([N+:21]([O-:23])=[O:22])=[CH:17][C:6]=2[CH:7]2[CH:11]([C:12]([O:14][CH2:15][CH3:16])=[O:13])[CH2:10][CH2:9][NH:8]2)[CH2:2][CH2:3]1. The catalyst class is: 388. (3) Reactant: [C:1]([O:4][CH:5]1[CH2:12][CH:11]2[CH:7]([CH2:8][CH:9]([N:13](C(OC(C)(C)C)=O)[CH2:14][C:15]([N:17]3[CH2:21][CH2:20][CH2:19][CH:18]3[C:22]#[N:23])=[O:16])[CH2:10]2)[CH2:6]1)(=[O:3])[CH3:2].[ClH:31]. Product: [ClH:31].[C:1]([O:4][CH:5]1[CH2:6][CH:7]2[CH:11]([CH2:10][CH:9]([NH:13][CH2:14][C:15]([N:17]3[CH2:21][CH2:20][CH2:19][CH:18]3[C:22]#[N:23])=[O:16])[CH2:8]2)[CH2:12]1)(=[O:3])[CH3:2]. The catalyst class is: 28. (4) Reactant: C(OC([NH:8][C:9]1([C@@H:12]2[CH2:16][CH2:15][NH:14][CH2:13]2)[CH2:11][CH2:10]1)=O)(C)(C)C.C(N(CC)CC)C.F[C:25]1[C:34]([O:35][CH3:36])=[C:33]2[C:28]([C:29](=[O:44])[C:30]([C:41]([OH:43])=[O:42])=[CH:31][N:32]2[C@@H:37]2[CH2:39][C@@H:38]2[F:40])=[CH:27][CH:26]=1. Product: [NH2:8][C:9]1([C@@H:12]2[CH2:16][CH2:15][N:14]([C:25]3[C:34]([O:35][CH3:36])=[C:33]4[C:28]([C:29](=[O:44])[C:30]([C:41]([OH:43])=[O:42])=[CH:31][N:32]4[C@@H:37]4[CH2:39][C@@H:38]4[F:40])=[CH:27][CH:26]=3)[CH2:13]2)[CH2:10][CH2:11]1. The catalyst class is: 16. (5) Reactant: Br[CH:2]([C:4]1[CH:5]=[C:6]([C:10]2[CH:11]=[CH:12][N:13]3[C:18]([C:19]=2[CH3:20])=[C:17]([CH:21]2[CH2:23][CH2:22]2)[CH:16]=[C:15]([C:24]([O:26]CC)=[O:25])[C:14]3=[O:29])[CH:7]=[CH:8][CH:9]=1)[CH3:3].[CH3:30][NH2:31]. Product: [CH:21]1([C:17]2[CH:16]=[C:15]([C:24]([OH:26])=[O:25])[C:14](=[O:29])[N:13]3[C:18]=2[C:19]([CH3:20])=[C:10]([C:6]2[CH:7]=[CH:8][CH:9]=[C:4]([CH:2]([NH:31][CH3:30])[CH3:3])[CH:5]=2)[CH:11]=[CH:12]3)[CH2:23][CH2:22]1. The catalyst class is: 7.